Task: Predict the reactants needed to synthesize the given product.. Dataset: Full USPTO retrosynthesis dataset with 1.9M reactions from patents (1976-2016) Given the product [CH3:1][O:2][C:3]1[CH:8]=[CH:7][CH:6]=[CH:5][C:4]=1[N:9]1[CH2:10][CH2:11][C:12]([CH2:15][NH:16][S:40]([CH3:39])(=[O:42])=[O:41])([C:17]2[CH:22]=[CH:21][CH:20]=[C:19]([O:23][CH3:24])[CH:18]=2)[CH2:13][CH2:14]1, predict the reactants needed to synthesize it. The reactants are: [CH3:1][O:2][C:3]1[CH:8]=[CH:7][CH:6]=[CH:5][C:4]=1[N:9]1[CH2:14][CH2:13][C:12]([C:17]2[CH:22]=[CH:21][CH:20]=[C:19]([O:23][CH3:24])[CH:18]=2)([C:15]#[N:16])[CH2:11][CH2:10]1.[H-].[Al+3].[Li+].[H-].[H-].[H-].N.C(N(CC)CC)C.[CH3:39][S:40](Cl)(=[O:42])=[O:41].C(=O)(O)[O-].[Na+].